This data is from Forward reaction prediction with 1.9M reactions from USPTO patents (1976-2016). The task is: Predict the product of the given reaction. (1) Given the reactants [CH3:1][C:2](O)([CH2:4][CH2:5][C:6]([CH3:9])(O)[CH3:7])[CH3:3].[ClH:11].O.C(Cl)[Cl:14], predict the reaction product. The product is: [Cl:11][C:2]([CH3:3])([CH2:4][CH2:5][C:6]([Cl:14])([CH3:9])[CH3:7])[CH3:1]. (2) Given the reactants [OH:1][CH:2]([CH3:6])[C:3]([OH:5])=[O:4].[CH2:7](O)[C:8]#[CH:9].S(=O)(=O)(O)O.C([O-])(=O)C.[Na+], predict the reaction product. The product is: [OH:1][CH:2]([CH3:6])[C:3]([O:5][CH2:9][C:8]#[CH:7])=[O:4]. (3) Given the reactants [Br:1][C:2]1[C:10]2[S:9][C:8](C(O)=O)=[CH:7][C:6]=2[CH:5]=[CH:4][CH:3]=1.C([N:17](CC)C(C)C)(C)C.P(N=[N+]=[N-])(=O)(OC1C=CC=CC=1)OC1C=CC=CC=1.C(O)(=O)C, predict the reaction product. The product is: [Br:1][C:2]1[C:10]2[S:9][C:8]([NH2:17])=[CH:7][C:6]=2[CH:5]=[CH:4][CH:3]=1.